Dataset: Catalyst prediction with 721,799 reactions and 888 catalyst types from USPTO. Task: Predict which catalyst facilitates the given reaction. (1) Reactant: [Cl:1][C:2]1[CH:7]=[C:6]([NH:8][C:9]2[CH:14]=[CH:13][C:12]([F:15])=[CH:11][C:10]=2[F:16])[CH:5]=[CH:4][C:3]=1[C:17]([C:19]1[CH:24]=[C:23]([O:25][CH2:26][CH:27]2[CH2:31][O:30]C(C)(C)[O:28]2)[CH:22]=[CH:21][C:20]=1[F:34])=[O:18]. Product: [Cl:1][C:2]1[CH:7]=[C:6]([NH:8][C:9]2[CH:14]=[CH:13][C:12]([F:15])=[CH:11][C:10]=2[F:16])[CH:5]=[CH:4][C:3]=1[C:17]([C:19]1[CH:24]=[C:23]([O:25][CH2:26][CH:27]([OH:28])[CH2:31][OH:30])[CH:22]=[CH:21][C:20]=1[F:34])=[O:18]. The catalyst class is: 484. (2) Reactant: [C:1]([O:5][C:6]([N:8]1[CH2:13][CH2:12][N:11]([CH:14]([C:17]2[CH:22]=[CH:21][CH:20]=[CH:19][C:18]=2[F:23])[CH2:15][NH2:16])[CH2:10][CH2:9]1)=[O:7])([CH3:4])([CH3:3])[CH3:2].Br[CH2:25][CH:26]([CH2:29][CH3:30])[CH2:27][CH3:28].C(=O)([O-])[O-].[K+].[K+]. Product: [C:1]([O:5][C:6]([N:8]1[CH2:13][CH2:12][N:11]([CH:14]([C:17]2[CH:22]=[CH:21][CH:20]=[CH:19][C:18]=2[F:23])[CH2:15][NH:16][CH2:25][CH:26]([CH2:29][CH3:30])[CH2:27][CH3:28])[CH2:10][CH2:9]1)=[O:7])([CH3:4])([CH3:2])[CH3:3]. The catalyst class is: 173. (3) Reactant: [CH3:1][C:2]1([CH3:11])[N:6]2[C:7](=[O:10])[CH2:8][CH2:9][C@H:5]2[CH2:4][O:3]1.[Li+].[CH3:13][CH:14]([N-]C(C)C)C.O1CCOS1(=O)=O.[NH4+].[Cl-]. Product: [CH3:1][C:2]1([CH3:11])[N:6]2[C:7](=[O:10])[C:8]3([CH2:14][CH2:13]3)[CH2:9][C@H:5]2[CH2:4][O:3]1. The catalyst class is: 1. (4) Reactant: [F:1][C:2]1[CH:26]=[CH:25][CH:24]=[CH:23][C:3]=1[CH2:4][O:5][C:6]1[CH:11]=[CH:10][N:9]([CH2:12][CH2:13][C:14]2[CH:19]=[CH:18][C:17]([CH2:20]O)=[CH:16][CH:15]=2)[C:8](=[O:22])[CH:7]=1.P(Br)(Br)[Br:28]. Product: [Br:28][CH2:20][C:17]1[CH:18]=[CH:19][C:14]([CH2:13][CH2:12][N:9]2[CH:10]=[CH:11][C:6]([O:5][CH2:4][C:3]3[CH:23]=[CH:24][CH:25]=[CH:26][C:2]=3[F:1])=[CH:7][C:8]2=[O:22])=[CH:15][CH:16]=1. The catalyst class is: 326. (5) Product: [Cl:1][C:2]1[CH:3]=[C:4]([C:10]2([C:11]([OH:19])=[O:17])[CH2:15][CH2:14]2)[CH:5]=[CH:6][C:7]=1[O:8][CH3:9]. The catalyst class is: 572. Reactant: [Cl:1][C:2]1[CH:3]=[C:4]([CH2:10][C:11]#N)[CH:5]=[CH:6][C:7]=1[O:8][CH3:9].Br[CH2:14][CH2:15]Cl.[OH-:17].[Na+].[OH2:19]. (6) Reactant: [CH:1]1([S:4]([C:7]2[CH:12]=[CH:11][C:10]([CH:13]([CH2:37][CH:38]3[CH2:43][CH2:42][O:41][CH2:40][CH2:39]3)[C:14](=O)[CH2:15][CH2:16][C:17]([C:19]3[CH:24]=[CH:23][C:22]([CH:25]([O:29]C4CCCCO4)[CH2:26][O:27][CH3:28])=[CH:21][N:20]=3)=O)=[CH:9][CH:8]=2)(=[O:6])=[O:5])[CH2:3][CH2:2]1.C([O-])(=O)C.[NH4+:48].[OH-].[Na+]. Product: [CH:1]1([S:4]([C:7]2[CH:8]=[CH:9][C:10]([CH:13]([C:14]3[NH:48][C:17]([C:19]4[N:20]=[CH:21][C:22]([CH:25]([OH:29])[CH2:26][O:27][CH3:28])=[CH:23][CH:24]=4)=[CH:16][CH:15]=3)[CH2:37][CH:38]3[CH2:43][CH2:42][O:41][CH2:40][CH2:39]3)=[CH:11][CH:12]=2)(=[O:5])=[O:6])[CH2:3][CH2:2]1. The catalyst class is: 15.